From a dataset of Peptide-MHC class I binding affinity with 185,985 pairs from IEDB/IMGT. Regression. Given a peptide amino acid sequence and an MHC pseudo amino acid sequence, predict their binding affinity value. This is MHC class I binding data. (1) The peptide sequence is VLYCVHQEI. The MHC is HLA-A26:02 with pseudo-sequence HLA-A26:02. The binding affinity (normalized) is 0.0847. (2) The peptide sequence is SFQQPLQQY. The MHC is HLA-A24:02 with pseudo-sequence HLA-A24:02. The binding affinity (normalized) is 0. (3) The MHC is HLA-B15:01 with pseudo-sequence HLA-B15:01. The binding affinity (normalized) is 0.0847. The peptide sequence is EFVSANLAM. (4) The peptide sequence is GLFDINVIGL. The MHC is HLA-A02:03 with pseudo-sequence HLA-A02:03. The binding affinity (normalized) is 0.967. (5) The peptide sequence is VMAASGAPF. The MHC is HLA-B48:01 with pseudo-sequence HLA-B48:01. The binding affinity (normalized) is 0.0847. (6) The peptide sequence is AALSKFKEDV. The MHC is H-2-Kb with pseudo-sequence H-2-Kb. The binding affinity (normalized) is 0.0519.